This data is from NCI-60 drug combinations with 297,098 pairs across 59 cell lines. The task is: Regression. Given two drug SMILES strings and cell line genomic features, predict the synergy score measuring deviation from expected non-interaction effect. (1) Drug 2: CN(C(=O)NC(C=O)C(C(C(CO)O)O)O)N=O. Synergy scores: CSS=4.41, Synergy_ZIP=-2.82, Synergy_Bliss=-1.35, Synergy_Loewe=-11.1, Synergy_HSA=-2.51. Drug 1: CC1=C(N=C(N=C1N)C(CC(=O)N)NCC(C(=O)N)N)C(=O)NC(C(C2=CN=CN2)OC3C(C(C(C(O3)CO)O)O)OC4C(C(C(C(O4)CO)O)OC(=O)N)O)C(=O)NC(C)C(C(C)C(=O)NC(C(C)O)C(=O)NCCC5=NC(=CS5)C6=NC(=CS6)C(=O)NCCC[S+](C)C)O. Cell line: HT29. (2) Drug 1: C1=CN(C(=O)N=C1N)C2C(C(C(O2)CO)O)O.Cl. Drug 2: C1=NC(=NC(=O)N1C2C(C(C(O2)CO)O)O)N. Cell line: EKVX. Synergy scores: CSS=1.30, Synergy_ZIP=-1.09, Synergy_Bliss=-0.856, Synergy_Loewe=0.278, Synergy_HSA=-0.414. (3) Cell line: SNB-75. Synergy scores: CSS=31.1, Synergy_ZIP=-2.42, Synergy_Bliss=0.440, Synergy_Loewe=-4.98, Synergy_HSA=0.325. Drug 1: CCC1=CC2CC(C3=C(CN(C2)C1)C4=CC=CC=C4N3)(C5=C(C=C6C(=C5)C78CCN9C7C(C=CC9)(C(C(C8N6C)(C(=O)OC)O)OC(=O)C)CC)OC)C(=O)OC.C(C(C(=O)O)O)(C(=O)O)O. Drug 2: CC(C1=C(C=CC(=C1Cl)F)Cl)OC2=C(N=CC(=C2)C3=CN(N=C3)C4CCNCC4)N. (4) Drug 1: C1=CC(=CC=C1CCCC(=O)O)N(CCCl)CCCl. Drug 2: CC(C1=C(C=CC(=C1Cl)F)Cl)OC2=C(N=CC(=C2)C3=CN(N=C3)C4CCNCC4)N. Synergy scores: CSS=31.2, Synergy_ZIP=-1.88, Synergy_Bliss=-2.26, Synergy_Loewe=-16.4, Synergy_HSA=0.209. Cell line: KM12. (5) Drug 1: C1=C(C(=O)NC(=O)N1)F. Drug 2: C1CN(CCN1C(=O)CCBr)C(=O)CCBr. Cell line: HCC-2998. Synergy scores: CSS=35.4, Synergy_ZIP=-4.58, Synergy_Bliss=-4.39, Synergy_Loewe=-3.00, Synergy_HSA=1.49. (6) Drug 1: CC1OCC2C(O1)C(C(C(O2)OC3C4COC(=O)C4C(C5=CC6=C(C=C35)OCO6)C7=CC(=C(C(=C7)OC)O)OC)O)O. Drug 2: C1C(C(OC1N2C=C(C(=O)NC2=O)F)CO)O. Cell line: NCI/ADR-RES. Synergy scores: CSS=15.1, Synergy_ZIP=-9.49, Synergy_Bliss=-4.99, Synergy_Loewe=-22.8, Synergy_HSA=-5.03. (7) Drug 1: CCC(=C(C1=CC=CC=C1)C2=CC=C(C=C2)OCCN(C)C)C3=CC=CC=C3.C(C(=O)O)C(CC(=O)O)(C(=O)O)O. Drug 2: CC1CCC2CC(C(=CC=CC=CC(CC(C(=O)C(C(C(=CC(C(=O)CC(OC(=O)C3CCCCN3C(=O)C(=O)C1(O2)O)C(C)CC4CCC(C(C4)OC)OCCO)C)C)O)OC)C)C)C)OC. Cell line: NCI-H460. Synergy scores: CSS=5.72, Synergy_ZIP=-3.66, Synergy_Bliss=2.81, Synergy_Loewe=-6.68, Synergy_HSA=1.64. (8) Drug 1: CN1CCC(CC1)COC2=C(C=C3C(=C2)N=CN=C3NC4=C(C=C(C=C4)Br)F)OC. Drug 2: C(=O)(N)NO. Cell line: HT29. Synergy scores: CSS=9.26, Synergy_ZIP=-2.69, Synergy_Bliss=2.60, Synergy_Loewe=-3.81, Synergy_HSA=1.01. (9) Drug 1: CNC(=O)C1=NC=CC(=C1)OC2=CC=C(C=C2)NC(=O)NC3=CC(=C(C=C3)Cl)C(F)(F)F. Drug 2: COC1=C2C(=CC3=C1OC=C3)C=CC(=O)O2. Cell line: SNB-19. Synergy scores: CSS=-2.81, Synergy_ZIP=2.78, Synergy_Bliss=2.70, Synergy_Loewe=-2.21, Synergy_HSA=-2.63. (10) Cell line: SNB-75. Drug 1: C1=NC2=C(N1)C(=S)N=C(N2)N. Synergy scores: CSS=10.9, Synergy_ZIP=1.30, Synergy_Bliss=3.01, Synergy_Loewe=-0.943, Synergy_HSA=-0.139. Drug 2: CC1=C(N=C(N=C1N)C(CC(=O)N)NCC(C(=O)N)N)C(=O)NC(C(C2=CN=CN2)OC3C(C(C(C(O3)CO)O)O)OC4C(C(C(C(O4)CO)O)OC(=O)N)O)C(=O)NC(C)C(C(C)C(=O)NC(C(C)O)C(=O)NCCC5=NC(=CS5)C6=NC(=CS6)C(=O)NCCC[S+](C)C)O.